From a dataset of Peptide-MHC class II binding affinity with 134,281 pairs from IEDB. Regression. Given a peptide amino acid sequence and an MHC pseudo amino acid sequence, predict their binding affinity value. This is MHC class II binding data. The peptide sequence is AFILDGDNPFPKV. The MHC is HLA-DQA10501-DQB10201 with pseudo-sequence HLA-DQA10501-DQB10201. The binding affinity (normalized) is 0.673.